Dataset: Merck oncology drug combination screen with 23,052 pairs across 39 cell lines. Task: Regression. Given two drug SMILES strings and cell line genomic features, predict the synergy score measuring deviation from expected non-interaction effect. (1) Drug 1: Cn1nnc2c(C(N)=O)ncn2c1=O. Drug 2: C=CCn1c(=O)c2cnc(Nc3ccc(N4CCN(C)CC4)cc3)nc2n1-c1cccc(C(C)(C)O)n1. Cell line: CAOV3. Synergy scores: synergy=14.2. (2) Drug 1: COC12C(COC(N)=O)C3=C(C(=O)C(C)=C(N)C3=O)N1CC1NC12. Drug 2: CC(C)CC(NC(=O)C(Cc1ccccc1)NC(=O)c1cnccn1)B(O)O. Cell line: A375. Synergy scores: synergy=-1.35. (3) Drug 1: CN(C)C(=N)N=C(N)N. Drug 2: C#Cc1cccc(Nc2ncnc3cc(OCCOC)c(OCCOC)cc23)c1. Cell line: HCT116. Synergy scores: synergy=-1.25. (4) Drug 1: O=P1(N(CCCl)CCCl)NCCCO1. Drug 2: Cc1nc(Nc2ncc(C(=O)Nc3c(C)cccc3Cl)s2)cc(N2CCN(CCO)CC2)n1. Cell line: OV90. Synergy scores: synergy=-3.20. (5) Drug 1: CC1(c2nc3c(C(N)=O)cccc3[nH]2)CCCN1. Drug 2: COC1=C2CC(C)CC(OC)C(O)C(C)C=C(C)C(OC(N)=O)C(OC)C=CC=C(C)C(=O)NC(=CC1=O)C2=O. Cell line: VCAP. Synergy scores: synergy=10.3. (6) Drug 1: O=c1[nH]cc(F)c(=O)[nH]1. Synergy scores: synergy=13.1. Cell line: A2058. Drug 2: C=CCn1c(=O)c2cnc(Nc3ccc(N4CCN(C)CC4)cc3)nc2n1-c1cccc(C(C)(C)O)n1. (7) Drug 1: Cn1c(=O)n(-c2ccc(C(C)(C)C#N)cc2)c2c3cc(-c4cnc5ccccc5c4)ccc3ncc21. Drug 2: CNC(=O)c1cc(Oc2ccc(NC(=O)Nc3ccc(Cl)c(C(F)(F)F)c3)cc2)ccn1. Cell line: SKMES1. Synergy scores: synergy=2.50. (8) Drug 1: O=C(NOCC(O)CO)c1ccc(F)c(F)c1Nc1ccc(I)cc1F. Drug 2: COC1CC2CCC(C)C(O)(O2)C(=O)C(=O)N2CCCCC2C(=O)OC(C(C)CC2CCC(OP(C)(C)=O)C(OC)C2)CC(=O)C(C)C=C(C)C(O)C(OC)C(=O)C(C)CC(C)C=CC=CC=C1C. Cell line: HCT116. Synergy scores: synergy=10.2. (9) Drug 1: O=C(CCCCCCC(=O)Nc1ccccc1)NO. Drug 2: Cn1cc(-c2cnn3c(N)c(Br)c(C4CCCNC4)nc23)cn1. Cell line: ES2. Synergy scores: synergy=14.5. (10) Drug 1: N#Cc1ccc(Cn2cncc2CN2CCN(c3cccc(Cl)c3)C(=O)C2)cc1. Drug 2: CCC1=CC2CN(C1)Cc1c([nH]c3ccccc13)C(C(=O)OC)(c1cc3c(cc1OC)N(C)C1C(O)(C(=O)OC)C(OC(C)=O)C4(CC)C=CCN5CCC31C54)C2. Cell line: LNCAP. Synergy scores: synergy=6.51.